From a dataset of Reaction yield outcomes from USPTO patents with 853,638 reactions. Predict the reaction yield, written as a fraction of the theoretical maximum amount of product (1.0 means a 100% yield; for example, 0.34 means a 34% yield). The reactants are [CH3:1][O:2][C:3]([NH:5][C@@H:6]([CH:10]([CH3:12])[CH3:11])[C:7](O)=[O:8])=[O:4].CN(C(ON1N=NC2C=CC=NC1=2)=[N+](C)C)C.F[P-](F)(F)(F)(F)F.Cl.Cl.[Br:39][C:40]1[CH:45]=[CH:44][C:43]([C:46]2[N:47]=[C:48]([C@@H:51]3[CH2:55][C@H:54]([CH3:56])[CH2:53][NH:52]3)[NH:49][CH:50]=2)=[CH:42][CH:41]=1.C(N(CC)C(C)C)(C)C. The catalyst is CC(N(C)C)=O.C(OCC)(=O)C. The product is [CH3:1][O:2][C:3](=[O:4])[NH:5][C@H:6]([C:7]([N:52]1[CH2:53][C@@H:54]([CH3:56])[CH2:55][C@H:51]1[C:48]1[NH:49][CH:50]=[C:46]([C:43]2[CH:44]=[CH:45][C:40]([Br:39])=[CH:41][CH:42]=2)[N:47]=1)=[O:8])[CH:10]([CH3:12])[CH3:11]. The yield is 0.660.